This data is from CYP2C19 inhibition data for predicting drug metabolism from PubChem BioAssay. The task is: Regression/Classification. Given a drug SMILES string, predict its absorption, distribution, metabolism, or excretion properties. Task type varies by dataset: regression for continuous measurements (e.g., permeability, clearance, half-life) or binary classification for categorical outcomes (e.g., BBB penetration, CYP inhibition). Dataset: cyp2c19_veith. The compound is O=C1c2ccccc2NC(c2ccc3c(c2)OCO3)N1O. The result is 1 (inhibitor).